Dataset: Catalyst prediction with 721,799 reactions and 888 catalyst types from USPTO. Task: Predict which catalyst facilitates the given reaction. (1) Reactant: [C:1]([O:9][C:10]1[C:11](=[O:40])[N:12]([CH3:39])[CH:13]=[C:14]([CH2:19][CH2:20][O:21][Si:22]([C:35]([CH3:38])([CH3:37])[CH3:36])([C:29]2[CH:34]=[CH:33][CH:32]=[CH:31][CH:30]=2)[C:23]2[CH:28]=[CH:27][CH:26]=[CH:25][CH:24]=2)[C:15]=1[C:16]([OH:18])=O)(=[O:8])[C:2]1[CH:7]=[CH:6][CH:5]=[CH:4][CH:3]=1.O.ON1C2C=CC=CC=2N=N1.Cl.C(N=C=NCCCN(C)C)C.CCN=C=NCCCN(C)C.[Cl:75][C:76]1[CH:77]=[C:78]([CH:81]=[CH:82][CH:83]=1)[CH2:79][NH2:80]. Product: [C:1]([O:9][C:10]1[C:11](=[O:40])[N:12]([CH3:39])[CH:13]=[C:14]([CH2:19][CH2:20][O:21][Si:22]([C:35]([CH3:36])([CH3:38])[CH3:37])([C:23]2[CH:24]=[CH:25][CH:26]=[CH:27][CH:28]=2)[C:29]2[CH:30]=[CH:31][CH:32]=[CH:33][CH:34]=2)[C:15]=1[C:16](=[O:18])[NH:80][CH2:79][C:78]1[CH:81]=[CH:82][CH:83]=[C:76]([Cl:75])[CH:77]=1)(=[O:8])[C:2]1[CH:3]=[CH:4][CH:5]=[CH:6][CH:7]=1. The catalyst class is: 35. (2) Reactant: B1(C)OC(C2C=CC=CC=2)(C2C=CC=CC=2)[C@H]2N1CCC2.B.C1COCC1.[Cl:28][CH2:29][C:30]([C:32]1[CH:33]=[C:34]2[C:38](=[C:39]([Cl:41])[CH:40]=1)[NH:37][C:36](=[O:42])[CH2:35]2)=[O:31]. Product: [Cl:41][C:39]1[C:38]2[C:34](=[CH:35][C:36](=[O:42])[N:37]=2)[CH:33]=[C:32]([C@H:30]([OH:31])[CH2:29][Cl:28])[CH:40]=1. The catalyst class is: 1. (3) The catalyst class is: 9. Reactant: [CH3:1][C:2]([CH3:37])([CH3:36])[CH2:3][CH2:4][N:5]1[C:10](=[O:11])[C:9]([C:12]2[NH:17][C:16]3[CH:18]=[CH:19][C:20]([NH:22][S:23]([CH3:26])(=[O:25])=[O:24])=[CH:21][C:15]=3[S:14](=[O:28])(=[O:27])[N:13]=2)=[C:8]([OH:29])[CH:7]2[CH2:30][CH2:31][CH2:32][CH2:33][CH2:34][CH2:35][CH:6]12.[C:38](=O)([O-])[O-].[K+].[K+].IC. Product: [CH3:1][C:2]([CH3:37])([CH3:36])[CH2:3][CH2:4][N:5]1[C:10](=[O:11])[C:9]([C:12]2[NH:17][C:16]3[CH:18]=[CH:19][C:20]([N:22]([CH3:38])[S:23]([CH3:26])(=[O:24])=[O:25])=[CH:21][C:15]=3[S:14](=[O:28])(=[O:27])[N:13]=2)=[C:8]([OH:29])[CH:7]2[CH2:30][CH2:31][CH2:32][CH2:33][CH2:34][CH2:35][CH:6]12. (4) Reactant: [C:1]([O:5][C:6](=[O:25])[N:7]([CH2:9][CH2:10][CH2:11][C:12](=O)[NH:13][C:14]1[CH:19]=[CH:18][CH:17]=[C:16]([N+:20]([O-:22])=[O:21])[C:15]=1[NH2:23])[CH3:8])([CH3:4])([CH3:3])[CH3:2]. Product: [C:1]([O:5][C:6](=[O:25])[N:7]([CH3:8])[CH2:9][CH2:10][CH2:11][C:12]1[NH:13][C:14]2[CH:19]=[CH:18][CH:17]=[C:16]([N+:20]([O-:22])=[O:21])[C:15]=2[N:23]=1)([CH3:4])([CH3:3])[CH3:2]. The catalyst class is: 15. (5) Reactant: [NH2:1][C:2]1[C:11]2[S:10](=[O:13])(=[O:12])[N:9]=[C:8]([C:14]3[C:15](=[O:30])[N:16]([NH:25][CH2:26][CH:27]([CH3:29])[CH3:28])[C:17]4[C:22]([C:23]=3[OH:24])=[CH:21][CH:20]=[CH:19][CH:18]=4)[NH:7][C:6]=2[CH:5]=[CH:4][C:3]=1[OH:31].[Cl:32][CH2:33][C:34](OC)(OC)OC.C1(C)C=CC(S(O)(=O)=O)=CC=1. Product: [Cl:32][CH2:33][C:34]1[O:31][C:3]2[CH:4]=[CH:5][C:6]3[NH:7][C:8]([C:14]4[C:15](=[O:30])[N:16]([NH:25][CH2:26][CH:27]([CH3:29])[CH3:28])[C:17]5[C:22]([C:23]=4[OH:24])=[CH:21][CH:20]=[CH:19][CH:18]=5)=[N:9][S:10](=[O:12])(=[O:13])[C:11]=3[C:2]=2[N:1]=1. The catalyst class is: 9. (6) The catalyst class is: 368. Reactant: [CH:1]1([N:4]2[CH2:9][C:8]3([CH2:14][CH2:13][N:12]([S:15]([C:18]4[CH:23]=[CH:22][C:21](B5OC(C)(C)C(C)(C)O5)=[CH:20][CH:19]=4)(=[O:17])=[O:16])[CH2:11][CH2:10]3)[O:7][CH2:6][C:5]2=[O:33])[CH2:3][CH2:2]1.Br[C:35]1[C:44]([CH3:45])=[C:43]2[C:38]([CH:39]=[CH:40][CH:41]=[N:42]2)=[CH:37][CH:36]=1.C(=O)([O-])[O-].[K+].[K+]. Product: [CH:1]1([N:4]2[CH2:9][C:8]3([CH2:14][CH2:13][N:12]([S:15]([C:18]4[CH:23]=[CH:22][C:21]([C:35]5[C:44]([CH3:45])=[C:43]6[C:38]([CH:39]=[CH:40][CH:41]=[N:42]6)=[CH:37][CH:36]=5)=[CH:20][CH:19]=4)(=[O:16])=[O:17])[CH2:11][CH2:10]3)[O:7][CH2:6][C:5]2=[O:33])[CH2:2][CH2:3]1.